This data is from Full USPTO retrosynthesis dataset with 1.9M reactions from patents (1976-2016). The task is: Predict the reactants needed to synthesize the given product. (1) Given the product [I:37][CH:2]1[CH2:5][N:4]([C:6]([O:8][C:9]([CH3:12])([CH3:11])[CH3:10])=[O:7])[CH2:3]1, predict the reactants needed to synthesize it. The reactants are: O[CH:2]1[CH2:5][N:4]([C:6]([O:8][C:9]([CH3:12])([CH3:11])[CH3:10])=[O:7])[CH2:3]1.N1C=CN=C1.C1(P(C2C=CC=CC=2)C2C=CC=CC=2)C=CC=CC=1.[I:37]I.C(=O)(O)[O-].[Na+]. (2) Given the product [CH3:1][C@@H:2]1[CH2:7][N:6]([C:8]2[C:13]([CH2:14][OH:15])=[CH:12][C:11]([C:20]#[C:19][C:21]3[CH:26]=[CH:25][CH:24]=[CH:23][N:22]=3)=[C:10]([F:17])[N:9]=2)[CH2:5][C@H:4]([CH3:18])[O:3]1, predict the reactants needed to synthesize it. The reactants are: [CH3:1][C@@H:2]1[CH2:7][N:6]([C:8]2[C:13]([CH2:14][OH:15])=[CH:12][C:11](I)=[C:10]([F:17])[N:9]=2)[CH2:5][C@H:4]([CH3:18])[O:3]1.[C:19]([C:21]1[CH:26]=[CH:25][CH:24]=[CH:23][N:22]=1)#[CH:20].CCN(CC)CC.C(OCC)(=O)C.ClCCl. (3) Given the product [F:26][C:4]([F:3])([F:25])[C:5]1[CH:6]=[C:7]([S:11]([N:14]2[CH2:19][CH2:18][CH2:17][CH2:16][CH:15]2[CH2:20][C:21]([OH:23])=[O:22])(=[O:13])=[O:12])[CH:8]=[CH:9][CH:10]=1, predict the reactants needed to synthesize it. The reactants are: [OH-].[Li+].[F:3][C:4]([F:26])([F:25])[C:5]1[CH:6]=[C:7]([S:11]([N:14]2[CH2:19][CH2:18][CH2:17][CH2:16][CH:15]2[CH2:20][C:21]([O:23]C)=[O:22])(=[O:13])=[O:12])[CH:8]=[CH:9][CH:10]=1. (4) Given the product [NH:18]1[C:19]2[C:24](=[CH:23][CH:22]=[CH:21][CH:20]=2)[CH:16]=[CH:17]1, predict the reactants needed to synthesize it. The reactants are: C(OC(=O)CCSC1SC(NC([C:16]2[C:24]3[C:19](=[CH:20][C:21](C)=[CH:22][CH:23]=3)[N:18](CC3CC3)[CH:17]=2)=O)=NC=1)C.C1(CN2C3C(=CC=C(F)C=3)C(C(NC3SC=C(SCC(O)=O)N=3)=O)=C2)CC1. (5) Given the product [Cl:1][C:2]1[CH:3]=[CH:4][C:5]([CH:8]2[CH:12]([C:13]3[CH:14]=[CH:15][C:16]([Cl:19])=[CH:17][CH:18]=3)[N:11]([C:40]([Cl:42])=[O:41])[C:10]([C:20]3[CH:25]=[CH:24][C:23]([C:26]([F:27])([F:28])[F:29])=[CH:22][C:21]=3[O:30][CH2:31][CH3:32])=[N:9]2)=[CH:6][CH:7]=1, predict the reactants needed to synthesize it. The reactants are: [Cl:1][C:2]1[CH:7]=[CH:6][C:5]([CH:8]2[CH:12]([C:13]3[CH:18]=[CH:17][C:16]([Cl:19])=[CH:15][CH:14]=3)[NH:11][C:10]([C:20]3[CH:25]=[CH:24][C:23]([C:26]([F:29])([F:28])[F:27])=[CH:22][C:21]=3[O:30][CH2:31][CH3:32])=[N:9]2)=[CH:4][CH:3]=1.C(N(CC)CC)C.[C:40](Cl)([Cl:42])=[O:41]. (6) Given the product [S:30]([O:33][CH2:34][CH2:35][N:36]1[CH:15]=[C:14]([CH2:13][CH2:12][CH2:11][CH2:10][CH2:9][CH2:8][CH2:7]/[CH:6]=[CH:5]\[CH2:4][CH2:3][CH2:2][CH2:1][S:16][CH2:17][CH2:18][C:19]([O:21][CH3:22])=[O:20])[N:38]=[N:37]1)([C:27]1[CH:26]=[CH:25][C:24]([CH3:23])=[CH:29][CH:28]=1)(=[O:32])=[O:31], predict the reactants needed to synthesize it. The reactants are: [CH2:1]([S:16][CH2:17][CH2:18][C:19]([O:21][CH3:22])=[O:20])[CH2:2][CH2:3][CH2:4]/[CH:5]=[CH:6]\[CH2:7][CH2:8][CH2:9][CH2:10][CH2:11][CH2:12][CH2:13][C:14]#[CH:15].[CH3:23][C:24]1[CH:29]=[CH:28][C:27]([S:30]([O:33][CH2:34][CH2:35][N:36]=[N+:37]=[N-:38])(=[O:32])=[O:31])=[CH:26][CH:25]=1.C(N(CC)C(C)C)(C)C. (7) Given the product [F:1][C:2]1[C:10]2[N:9]=[C:8]([O:11][C@H:12]3[CH2:16][O:15][CH:14]4[C@@H:17]([OH:20])[CH2:18][O:19][CH:13]34)[NH:7][C:6]=2[CH:5]=[C:4]([F:21])[C:3]=1[C:22]1[CH:23]=[CH:24][C:25]([C:28]2[CH:33]=[CH:32][C:31]([C:34]([N:40]3[CH2:41][C:38]([OH:42])([CH3:37])[CH2:39]3)=[O:35])=[CH:30][CH:29]=2)=[CH:26][CH:27]=1, predict the reactants needed to synthesize it. The reactants are: [F:1][C:2]1[C:10]2[N:9]=[C:8]([O:11][C@H:12]3[CH2:16][O:15][CH:14]4[C@@H:17]([OH:20])[CH2:18][O:19][CH:13]34)[NH:7][C:6]=2[CH:5]=[C:4]([F:21])[C:3]=1[C:22]1[CH:27]=[CH:26][C:25]([C:28]2[CH:33]=[CH:32][C:31]([C:34](O)=[O:35])=[CH:30][CH:29]=2)=[CH:24][CH:23]=1.[CH3:37][C:38]1([OH:42])[CH2:41][NH:40][CH2:39]1.CN(C(ON1N=NC2C=CC=NC1=2)=[N+](C)C)C.F[P-](F)(F)(F)(F)F. (8) Given the product [NH2:32][C:19]1[N:18]=[C:17]([C:15]2[N:14]([CH2:33][CH2:34][F:35])[C:11]3[CH2:12][CH2:13][NH:8][C:9](=[O:36])[C:10]=3[CH:16]=2)[C:22]([C:23]#[C:24][C:25]2[CH:30]=[CH:29][CH:28]=[C:27]([OH:31])[CH:26]=2)=[CH:21][N:20]=1.[ClH:37], predict the reactants needed to synthesize it. The reactants are: C(OC([N:8]1[CH2:13][CH2:12][C:11]2[N:14]([CH2:33][CH2:34][F:35])[C:15]([C:17]3[C:22]([C:23]#[C:24][C:25]4[CH:30]=[CH:29][CH:28]=[C:27]([OH:31])[CH:26]=4)=[CH:21][N:20]=[C:19]([NH2:32])[N:18]=3)=[CH:16][C:10]=2[C:9]1=[O:36])=O)(C)(C)C.[ClH:37].